From a dataset of Reaction yield outcomes from USPTO patents with 853,638 reactions. Predict the reaction yield, written as a fraction of the theoretical maximum amount of product (1.0 means a 100% yield; for example, 0.34 means a 34% yield). The reactants are [Cl:1][C:2]1[N:7]=[CH:6][C:5]([O:8][CH2:9][CH:10]2[CH2:15][CH2:14][N:13]([CH2:16][C:17](O)([CH2:20][CH3:21])[CH2:18][CH3:19])[CH2:12][CH2:11]2)=[CH:4][N:3]=1.CCN(S(F)(F)[F:29])CC.C([O-])(O)=O.[Na+]. The catalyst is C(Cl)Cl. The product is [Cl:1][C:2]1[N:7]=[CH:6][C:5]([O:8][CH2:9][CH:10]2[CH2:15][CH2:14][N:13]([CH2:16][C:17]([CH2:20][CH3:21])([F:29])[CH2:18][CH3:19])[CH2:12][CH2:11]2)=[CH:4][N:3]=1. The yield is 0.480.